The task is: Predict the reactants needed to synthesize the given product.. This data is from Full USPTO retrosynthesis dataset with 1.9M reactions from patents (1976-2016). (1) Given the product [CH2:1]([NH:8][C:9]([NH:11][C:12]1[CH:17]=[CH:16][CH:15]=[C:14]([CH2:18][C:19](=[O:20])[CH3:24])[CH:13]=1)=[O:10])[C:2]1[CH:3]=[CH:4][CH:5]=[CH:6][CH:7]=1, predict the reactants needed to synthesize it. The reactants are: [CH2:1]([NH:8][C:9]([NH:11][C:12]1[CH:17]=[CH:16][CH:15]=[C:14]([CH2:18][C:19]2([CH3:24])OCC[O:20]2)[CH:13]=1)=[O:10])[C:2]1[CH:7]=[CH:6][CH:5]=[CH:4][CH:3]=1.O. (2) Given the product [CH3:34][S:31]([C:28]1[CH:27]=[CH:26][C:25]([O:24][C:23]2[C:9]([N:39]3[CH2:43][CH2:42][CH2:41][CH:40]3[CH:44]([OH:46])[CH3:45])=[CH:10][C:11]3[NH:15][C:14]([C:16]4[CH:21]=[CH:20][CH:19]=[CH:18][N:17]=4)=[N:13][C:12]=3[CH:22]=2)=[CH:30][CH:29]=1)(=[O:33])=[O:32], predict the reactants needed to synthesize it. The reactants are: C(OC(C1C=CC=CC=1O[C:9]1[C:23]([O:24][C:25]2[CH:30]=[CH:29][C:28]([S:31]([CH3:34])(=[O:33])=[O:32])=[CH:27][CH:26]=2)=[CH:22][C:12]2[NH:13][C:14]([C:16]3[CH:21]=[CH:20][CH:19]=[CH:18][N:17]=3)=[N:15][C:11]=2[CH:10]=1)=O)C.[NH:39]1[CH2:43][CH2:42][CH2:41][CH:40]1[CH:44]([OH:46])[CH3:45]. (3) The reactants are: [OH:1][C:2]1[CH:3]=[N:4][CH:5]=[CH:6][CH:7]=1.[H-].[Na+].Cl[C:11]1[C:16]([CH:17]=[CH:18][C:19]([OH:21])=[O:20])=[CH:15][CH:14]=[C:13]([C:22]([F:25])([F:24])[F:23])N=1.[CH2:26]1COCC1. Given the product [N:4]1[CH:5]=[CH:6][CH:7]=[C:2]([O:1][C:11]2[CH:26]=[C:13]([C:22]([F:25])([F:24])[F:23])[CH:14]=[CH:15][C:16]=2[CH:17]=[CH:18][C:19]([OH:21])=[O:20])[CH:3]=1, predict the reactants needed to synthesize it. (4) Given the product [CH2:24]([O:6][C:7]1[CH:12]=[CH:11][C:10]([C:13]2[C:18]([N+:19]([O-:21])=[O:20])=[CH:17][CH:16]=[CH:15][N:14]=2)=[CH:9][C:8]=1[O:22][CH3:23])[CH3:25], predict the reactants needed to synthesize it. The reactants are: CN(C)C=O.[OH:6][C:7]1[CH:12]=[CH:11][C:10]([C:13]2[C:18]([N+:19]([O-:21])=[O:20])=[CH:17][CH:16]=[CH:15][N:14]=2)=[CH:9][C:8]=1[O:22][CH3:23].[CH2:24](I)[CH3:25].C(=O)([O-])[O-].[K+].[K+]. (5) Given the product [CH2:15]([O:22][N:23]=[C:10]1[CH2:11][CH2:12][N:7]([C:5]2[O:6][C:2]([CH3:1])=[N:3][N:4]=2)[CH2:8][CH2:9]1)[C:16]1[CH:21]=[CH:20][CH:19]=[CH:18][CH:17]=1, predict the reactants needed to synthesize it. The reactants are: [CH3:1][C:2]1[O:6][C:5]([N:7]2[CH2:12][CH2:11][C:10](=O)[CH2:9][CH2:8]2)=[N:4][N:3]=1.Cl.[CH2:15]([O:22][NH2:23])[C:16]1[CH:21]=[CH:20][CH:19]=[CH:18][CH:17]=1.C([O-])(=O)C.[NH4+]. (6) Given the product [C:1]1([C:7]2([CH2:13][OH:14])[CH2:12][CH2:11][CH2:10][CH2:9][CH2:8]2)[CH:6]=[CH:5][CH:4]=[CH:3][CH:2]=1, predict the reactants needed to synthesize it. The reactants are: [C:1]1([C:7]2([C:13](O)=[O:14])[CH2:12][CH2:11][CH2:10][CH2:9][CH2:8]2)[CH:6]=[CH:5][CH:4]=[CH:3][CH:2]=1.[H-].[H-].[H-].[H-].[Li+].[Al+3].